Dataset: Forward reaction prediction with 1.9M reactions from USPTO patents (1976-2016). Task: Predict the product of the given reaction. (1) Given the reactants [Cl:1][C:2]([Cl:7])([Cl:6])[C:3](Cl)=[O:4].[NH:8]1[CH:12]=[CH:11][CH:10]=[CH:9]1.C(=O)([O-])[O-].[K+].[K+], predict the reaction product. The product is: [Cl:1][C:2]([Cl:7])([Cl:6])[C:3]([C:9]1[NH:8][CH:12]=[CH:11][CH:10]=1)=[O:4]. (2) Given the reactants [C:1]([C:3]1([C:9]2[CH:10]=[C:11]([CH:16]=[CH:17][CH:18]=2)[C:12]([O:14]C)=[O:13])[CH2:8][CH2:7][O:6][CH2:5][CH2:4]1)#[N:2].[OH-].[Li+].CO.O, predict the reaction product. The product is: [C:1]([C:3]1([C:9]2[CH:10]=[C:11]([CH:16]=[CH:17][CH:18]=2)[C:12]([OH:14])=[O:13])[CH2:8][CH2:7][O:6][CH2:5][CH2:4]1)#[N:2]. (3) Given the reactants [F:1][C:2]1[C:7]([F:8])=[CH:6][CH:5]=[CH:4][C:3]=1[CH2:9][OH:10].Cl[C:12]1[CH:25]=[C:16]2[N:17]([CH:22]([CH3:24])[CH3:23])[C@@H:18]([CH3:21])[CH2:19][CH2:20][N:15]2[C:14](=[O:26])[N:13]=1, predict the reaction product. The product is: [F:1][C:2]1[C:7]([F:8])=[CH:6][CH:5]=[CH:4][C:3]=1[CH2:9][O:10][C:12]1[CH:25]=[C:16]2[N:17]([CH:22]([CH3:23])[CH3:24])[C@@H:18]([CH3:21])[CH2:19][CH2:20][N:15]2[C:14](=[O:26])[N:13]=1. (4) Given the reactants Br[C:2]1[CH:7]=[C:6]([C:8]2([C:19]3[CH:24]=[C:23]([CH3:25])[C:22]([O:26][CH3:27])=[C:21]([CH3:28])[N:20]=3)[C:16]3[C:11](=[C:12]([F:17])[CH:13]=[CH:14][CH:15]=3)[C:10]([NH2:18])=[N:9]2)[CH:5]=[CH:4][N:3]=1.[N:29]1[CH:34]=[C:33](B(O)O)[CH:32]=[N:31][CH:30]=1, predict the reaction product. The product is: [F:17][C:12]1[CH:13]=[CH:14][CH:15]=[C:16]2[C:11]=1[C:10]([NH2:18])=[N:9][C:8]2([C:19]1[CH:24]=[C:23]([CH3:25])[C:22]([O:26][CH3:27])=[C:21]([CH3:28])[N:20]=1)[C:6]1[CH:5]=[CH:4][N:3]=[C:2]([C:33]2[CH:34]=[N:29][CH:30]=[N:31][CH:32]=2)[CH:7]=1. (5) The product is: [CH2:18]([N:25]1[CH2:9][CH2:8][CH:2]1[C:3]([O:5][CH2:6][CH3:7])=[O:4])[C:19]1[CH:24]=[CH:23][CH:22]=[CH:21][CH:20]=1. Given the reactants Br[CH:2]([CH2:8][CH2:9]Br)[C:3]([O:5][CH2:6][CH3:7])=[O:4].C(N(CC)CC)C.[CH2:18]([NH2:25])[C:19]1[CH:24]=[CH:23][CH:22]=[CH:21][CH:20]=1, predict the reaction product. (6) Given the reactants Cl.[NH2:2][C@@H:3]1[CH2:8][CH2:7][C@H:6]([NH:9][C:10]([C:12]2[C:16]3=[N:17][CH:18]=[CH:19][C:20]([C:21]4[CH:26]=[CH:25][C:24]([O:27][CH3:28])=[CH:23][C:22]=4[O:29][CH2:30][CH:31]4[CH2:33][CH2:32]4)=[C:15]3[NH:14][C:13]=2[CH3:34])=[O:11])[CH2:5][CH2:4]1.[C:35](Cl)(=[O:37])[CH3:36], predict the reaction product. The product is: [C:35]([NH:2][C@@H:3]1[CH2:8][CH2:7][C@H:6]([NH:9][C:10]([C:12]2[C:16]3=[N:17][CH:18]=[CH:19][C:20]([C:21]4[CH:26]=[CH:25][C:24]([O:27][CH3:28])=[CH:23][C:22]=4[O:29][CH2:30][CH:31]4[CH2:32][CH2:33]4)=[C:15]3[NH:14][C:13]=2[CH3:34])=[O:11])[CH2:5][CH2:4]1)(=[O:37])[CH3:36].